From a dataset of Experimentally validated miRNA-target interactions with 360,000+ pairs, plus equal number of negative samples. Binary Classification. Given a miRNA mature sequence and a target amino acid sequence, predict their likelihood of interaction. The miRNA is mmu-miR-363-3p with sequence AAUUGCACGGUAUCCAUCUGUA. The protein sequence of the target gene is MANIIPKIAIIGEGVIGCTSALQISKAIPNAKITVLHDKPFKKSCSAGPAGLFRIDYEENTEYGRASFAWFSHLYRTTKGSETGVKLVSGHIQSDNLESLKQQQRAYGDIVYNFRFLDDRERLDIFPEPSKHCIHYTAYASEGNKYVPYLKNLLLEQKIEFKQQEVTSLDAVADAGYDVIVNCAGLYGGKLAGDDDTCYPIRGVILEVDAPWHKHFNYRDFTTFTIPKEHSVVVGSTKQDNRWDLEITDEDRNDILKRYIALHPGMREPKIIKEWSALRPGRKHVRIEAQKRTSVGNSKD.... Result: 0 (no interaction).